The task is: Predict hERG channel inhibition at various concentrations.. This data is from hERG Central: cardiac toxicity at 1µM, 10µM, and general inhibition. The compound is CCCC(=O)N1CCN(c2ccc([N+](=O)[O-])cc2Cl)CC1. Results: hERG_inhib (hERG inhibition (general)): blocker.